This data is from NCI-60 drug combinations with 297,098 pairs across 59 cell lines. The task is: Regression. Given two drug SMILES strings and cell line genomic features, predict the synergy score measuring deviation from expected non-interaction effect. (1) Drug 1: C1=C(C(=O)NC(=O)N1)F. Drug 2: C1=NC2=C(N=C(N=C2N1C3C(C(C(O3)CO)O)O)F)N. Cell line: RXF 393. Synergy scores: CSS=29.7, Synergy_ZIP=-9.80, Synergy_Bliss=-0.811, Synergy_Loewe=-2.75, Synergy_HSA=-1.41. (2) Drug 1: CC12CCC3C(C1CCC2=O)CC(=C)C4=CC(=O)C=CC34C. Drug 2: CC1C(C(CC(O1)OC2CC(CC3=C2C(=C4C(=C3O)C(=O)C5=C(C4=O)C(=CC=C5)OC)O)(C(=O)C)O)N)O.Cl. Cell line: A549. Synergy scores: CSS=57.5, Synergy_ZIP=3.29, Synergy_Bliss=1.56, Synergy_Loewe=0.778, Synergy_HSA=2.90. (3) Drug 1: CC12CCC(CC1=CCC3C2CCC4(C3CC=C4C5=CN=CC=C5)C)O. Drug 2: C1=NC(=NC(=O)N1C2C(C(C(O2)CO)O)O)N. Cell line: OVCAR-8. Synergy scores: CSS=12.2, Synergy_ZIP=2.81, Synergy_Bliss=5.36, Synergy_Loewe=3.63, Synergy_HSA=5.02. (4) Drug 1: CN(C)C1=NC(=NC(=N1)N(C)C)N(C)C. Drug 2: CC1=C(C(=O)C2=C(C1=O)N3CC4C(C3(C2COC(=O)N)OC)N4)N. Cell line: KM12. Synergy scores: CSS=8.25, Synergy_ZIP=-12.0, Synergy_Bliss=-16.2, Synergy_Loewe=-12.9, Synergy_HSA=-12.4. (5) Drug 1: CN1C2=C(C=C(C=C2)N(CCCl)CCCl)N=C1CCCC(=O)O.Cl. Drug 2: C1=NNC2=C1C(=O)NC=N2. Cell line: SNB-19. Synergy scores: CSS=3.13, Synergy_ZIP=-2.46, Synergy_Bliss=-0.638, Synergy_Loewe=0.110, Synergy_HSA=0.485. (6) Drug 1: C1CC(=O)NC(=O)C1N2CC3=C(C2=O)C=CC=C3N. Drug 2: C1=CC(=CC=C1CC(C(=O)O)N)N(CCCl)CCCl.Cl. Cell line: MCF7. Synergy scores: CSS=21.2, Synergy_ZIP=-4.95, Synergy_Bliss=2.53, Synergy_Loewe=-9.52, Synergy_HSA=3.17.